The task is: Predict the reaction yield, written as a fraction of the theoretical maximum amount of product (1.0 means a 100% yield; for example, 0.34 means a 34% yield).. This data is from Reaction yield outcomes from USPTO patents with 853,638 reactions. (1) The reactants are [Cl:1][C:2]1[CH:10]=[C:9]2[C:5]([C:6]([CH:11]=[O:12])=[CH:7][NH:8]2)=[CH:4][C:3]=1[C:13]1[CH:18]=[CH:17][C:16]([O:19][CH2:20][CH2:21][N:22]2[CH2:27][CH2:26][O:25][CH2:24][CH2:23]2)=[CH:15][CH:14]=1.CC(=CC)C.Cl([O-])=[O:34].[Na+].OP([O-])(O)=O.[Na+]. The catalyst is C(#N)C.O.C(O)(C)(C)C. The product is [Cl:1][C:2]1[CH:10]=[C:9]2[C:5]([C:6]([C:11]([OH:34])=[O:12])=[CH:7][NH:8]2)=[CH:4][C:3]=1[C:13]1[CH:14]=[CH:15][C:16]([O:19][CH2:20][CH2:21][N:22]2[CH2:23][CH2:24][O:25][CH2:26][CH2:27]2)=[CH:17][CH:18]=1. The yield is 0.220. (2) The yield is 0.210. The product is [NH2:1][C:2]1[C:3]([C:19]([NH:48][C:46]2[CH:45]=[CH:44][N:43]=[C:42]([CH3:41])[CH:47]=2)=[O:21])=[N:4][C:5]([C:8]2[CH2:9][CH2:10][N:11]([S:14]([CH2:17][CH3:18])(=[O:15])=[O:16])[CH2:12][CH:13]=2)=[CH:6][N:7]=1. The catalyst is CN(C1C=CN=CC=1)C. The reactants are [NH2:1][C:2]1[C:3]([C:19]([OH:21])=O)=[N:4][C:5]([C:8]2[CH2:9][CH2:10][N:11]([S:14]([CH2:17][CH3:18])(=[O:16])=[O:15])[CH2:12][CH:13]=2)=[CH:6][N:7]=1.C1N=CN(C(N2C=NC=C2)=O)C=1.C(N(CC)CC)C.[CH3:41][C:42]1[CH:47]=[C:46]([NH2:48])[CH:45]=[CH:44][N:43]=1. (3) The reactants are Br[C:2]1[CH:3]=[C:4]2[CH2:10][C:9]3([CH:15]4[CH2:16][CH2:17][N:12]([CH2:13][CH2:14]4)[CH2:11]3)[O:8][C:5]2=[N:6][CH:7]=1.[C:18]1(B(O)O)[CH:23]=[CH:22][CH:21]=[CH:20][CH:19]=1.COCCOC.C(=O)([O-])[O-].[Na+].[Na+]. The catalyst is C1C=CC([P]([Pd]([P](C2C=CC=CC=2)(C2C=CC=CC=2)C2C=CC=CC=2)([P](C2C=CC=CC=2)(C2C=CC=CC=2)C2C=CC=CC=2)[P](C2C=CC=CC=2)(C2C=CC=CC=2)C2C=CC=CC=2)(C2C=CC=CC=2)C2C=CC=CC=2)=CC=1.C(O)C. The product is [C:18]1([C:2]2[CH:3]=[C:4]3[CH2:10][C:9]4([CH:15]5[CH2:16][CH2:17][N:12]([CH2:13][CH2:14]5)[CH2:11]4)[O:8][C:5]3=[N:6][CH:7]=2)[CH:23]=[CH:22][CH:21]=[CH:20][CH:19]=1. The yield is 0.680. (4) The reactants are [CH2:1]([N:7]([CH3:27])[C:8]([CH:10]1[CH2:14][CH:13]([OH:15])[CH2:12][CH:11]1[C:16]([NH:18][C:19]1([C:24](O)=[O:25])[CH2:21][CH:20]1[CH:22]=[CH2:23])=[O:17])=[O:9])[CH2:2][CH2:3][CH2:4][CH:5]=[CH2:6].CCN=C=NCCCN(C)C.[CH:39]1([S:42]([NH2:45])(=[O:44])=[O:43])[CH2:41][CH2:40]1.C1CCN2C(=NCCC2)CC1. The catalyst is CN(C=O)C.CN(C1C=CN=CC=1)C.C(Cl)Cl. The product is [CH:39]1([S:42]([NH:45][C:24]([C:19]2([NH:18][C:16]([CH:11]3[CH2:12][CH:13]([OH:15])[CH2:14][CH:10]3[C:8]([N:7]([CH2:1][CH2:2][CH2:3][CH2:4][CH:5]=[CH2:6])[CH3:27])=[O:9])=[O:17])[CH2:21][CH:20]2[CH:22]=[CH2:23])=[O:25])(=[O:44])=[O:43])[CH2:41][CH2:40]1. The yield is 0.770. (5) The product is [Br:21][C:5]1[C:6](=[O:7])[C:2]([CH3:13])([CH3:1])[O:3][C:4]=1[C:8]1[N:9]=[CH:10][S:11][CH:12]=1. The reactants are [CH3:1][C:2]1([CH3:13])[C:6](=[O:7])[CH:5]=[C:4]([C:8]2[N:9]=[CH:10][S:11][CH:12]=2)[O:3]1.C1C(=O)N([Br:21])C(=O)C1. The yield is 0.710. The catalyst is C(Cl)(Cl)Cl.C(Cl)Cl. (6) The reactants are C([O:3][C:4]([C:6]1[C:10]([CH3:11])=[C:9]([C:12]2[CH:17]=[CH:16][CH:15]=[CH:14][C:13]=2[C:18]2[O:22][C:21]3[CH:23]=[CH:24][CH:25]=[CH:26][C:20]=3[CH:19]=2)[N:8]([CH3:27])[N:7]=1)=[O:5])C.[OH-].[Na+]. The catalyst is CS(C)=O.O. The product is [O:22]1[C:21]2[CH:23]=[CH:24][CH:25]=[CH:26][C:20]=2[CH:19]=[C:18]1[C:13]1[CH:14]=[CH:15][CH:16]=[CH:17][C:12]=1[C:9]1[N:8]([CH3:27])[N:7]=[C:6]([C:4]([OH:5])=[O:3])[C:10]=1[CH3:11]. The yield is 0.840. (7) The reactants are O[CH:2]=[C:3]1[C:11]2[C:6](=[CH:7][C:8]([C:12]([C:14]3[CH:15]=[C:16]([NH:20][C:21]([C:23]4[S:24][CH:25]=[CH:26][CH:27]=4)=[O:22])[CH:17]=[CH:18][CH:19]=3)=[O:13])=[CH:9][CH:10]=2)[NH:5][C:4]1=[O:28].[NH2:29][C:30]1[CH:35]=[CH:34][C:33]([CH2:36][CH2:37][C:38]([OH:40])=[O:39])=[CH:32][CH:31]=1. The catalyst is C1COCC1. The product is [O:28]=[C:4]1[C:3](=[CH:2][NH:29][C:30]2[CH:31]=[CH:32][C:33]([CH2:36][CH2:37][C:38]([OH:40])=[O:39])=[CH:34][CH:35]=2)[C:11]2[C:6](=[CH:7][C:8]([C:12](=[O:13])[C:14]3[CH:19]=[CH:18][CH:17]=[C:16]([NH:20][C:21]([C:23]4[S:24][CH:25]=[CH:26][CH:27]=4)=[O:22])[CH:15]=3)=[CH:9][CH:10]=2)[NH:5]1. The yield is 0.740.